This data is from Catalyst prediction with 721,799 reactions and 888 catalyst types from USPTO. The task is: Predict which catalyst facilitates the given reaction. (1) Reactant: [H-].[H-].[H-].[H-].[Li+].[Al+3].[Al+3].[Cl-].[Cl-].[Cl-].[S:11]1[CH:15]=[CH:14][CH:13]=[C:12]1[C:16](O)([CH2:20][CH2:21][CH3:22])[CH2:17][CH2:18][CH3:19]. Product: [CH2:17]([CH:16]([C:12]1[S:11][CH:15]=[CH:14][CH:13]=1)[CH2:20][CH2:21][CH3:22])[CH2:18][CH3:19]. The catalyst class is: 28. (2) The catalyst class is: 6. Reactant: Br[C:2]1[CH:3]=[C:4]([CH:7]=[CH:8][C:9]=1[O:10][CH3:11])[CH:5]=[O:6].[S:12]1[CH:16]=[CH:15][CH:14]=[C:13]1B(O)O.C(COC)OC.C([O-])([O-])=O.[Na+].[Na+]. Product: [CH3:11][O:10][C:9]1[CH:8]=[CH:7][C:4]([CH:5]=[O:6])=[CH:3][C:2]=1[C:13]1[S:12][CH:16]=[CH:15][CH:14]=1. (3) Reactant: [N+:1]([C:4]1[CH:9]=[CH:8][C:7]([CH2:10][CH2:11][C:12]([OH:14])=O)=[CH:6][CH:5]=1)([O-])=O.C(C1NC=CN=1)(C1NC=CN=1)=O.[CH3:27][S:28]([NH2:31])(=[O:30])=[O:29].C1CCN2C(=NCCC2)CC1. Product: [NH2:1][C:4]1[CH:9]=[CH:8][C:7]([CH2:10][CH2:11][C:12]([NH:31][S:28]([CH3:27])(=[O:30])=[O:29])=[O:14])=[CH:6][CH:5]=1. The catalyst class is: 3. (4) Reactant: [O:1]=[C:2]1[C:10]2[C:5](=[CH:6][CH:7]=[CH:8][CH:9]=2)[CH:4](P(=O)(OC)OC)[O:3]1.[N:17]1[CH:18]=[CH:19][N:20]2[CH:25]=[CH:24][CH:23]=[C:22]([CH:26]=O)[C:21]=12.CCN(CC)CC. Product: [N:17]1[CH:18]=[CH:19][N:20]2[CH:25]=[CH:24][CH:23]=[C:22]([CH:26]=[C:4]3[C:5]4[C:10](=[CH:9][CH:8]=[CH:7][CH:6]=4)[C:2](=[O:1])[O:3]3)[C:21]=12. The catalyst class is: 1. (5) Reactant: [C:1]([O:5][C:6]([N:8]1[CH2:13][CH:12]2[CH2:14][CH:9]1[CH2:10][N:11]2[C:15]1[CH:20]=[CH:19][C:18]([C:21](=O)[CH:22]=[CH:23][N:24](C)[CH3:25])=[C:17]([F:28])[CH:16]=1)=[O:7])([CH3:4])([CH3:3])[CH3:2].[F:29][C:30]1[CH:31]=[CH:32][C:33]([C:39]2[C:43]([C:44]3[CH:49]=[CH:48][N:47]=[CH:46][CH:45]=3)=[N:42][NH:41]C=2N)=[C:34]2[C:38]=1[NH:37][N:36]=[CH:35]2.FC(F)(F)C(O)=O. Product: [C:1]([O:5][C:6]([N:8]1[CH2:13][CH:12]2[CH2:14][CH:9]1[CH2:10][N:11]2[C:15]1[CH:20]=[CH:19][C:18]([C:21]2[N:41]3[N:42]=[C:43]([C:44]4[CH:45]=[CH:46][N:47]=[CH:48][CH:49]=4)[C:39]([C:33]4[CH:32]=[CH:31][C:30]([F:29])=[C:38]5[C:34]=4[CH:35]=[N:36][NH:37]5)=[C:25]3[N:24]=[CH:23][CH:22]=2)=[C:17]([F:28])[CH:16]=1)=[O:7])([CH3:3])([CH3:4])[CH3:2]. The catalyst class is: 5. (6) Reactant: Cl.[C:2]([C:4]1[C:5](O)=[C:6]([C:10]2[N:20]=[CH:19][CH:18]=[CH:17][C:11]=2[C:12]([O:14][CH2:15][CH3:16])=[O:13])[CH:7]=[CH:8][CH:9]=1)#[N:3].CS([O:26][CH2:27][CH2:28][C:29]1[CH:34]=[CH:33][CH:32]=[CH:31][C:30]=1[O:35][CH3:36])(=O)=O.C(=O)([O-])[O-].[K+].[K+]. Product: [C:2]([C:4]1[CH:5]=[C:6]([C:10]2[N:20]=[CH:19][CH:18]=[CH:17][C:11]=2[C:12]([O:14][CH2:15][CH3:16])=[O:13])[CH:7]=[CH:8][C:9]=1[O:26][CH2:27][CH2:28][C:29]1[CH:34]=[CH:33][CH:32]=[CH:31][C:30]=1[O:35][CH3:36])#[N:3]. The catalyst class is: 3. (7) Reactant: [CH3:1][O:2][C:3]1[CH:4]=[C:5]([CH2:9][NH2:10])[CH:6]=[CH:7][CH:8]=1.[CH3:11][O:12][CH:13]([O:17][CH3:18])[C:14](=O)[CH3:15].S([O-])([O-])(=O)=O.[Na+].[Na+].C(O[BH-](OC(=O)C)OC(=O)C)(=O)C.[Na+]. Product: [CH3:11][O:12][CH:13]([O:17][CH3:18])[CH:14]([NH:10][CH2:9][C:5]1[CH:6]=[CH:7][CH:8]=[C:3]([O:2][CH3:1])[CH:4]=1)[CH3:15]. The catalyst class is: 15. (8) Reactant: O.[CH3:2][C:3]1[C:4]([CH2:15][S:16][C:17]2[NH:21][C:20]3[CH:22]=[CH:23][CH:24]=[CH:25][C:19]=3[N:18]=2)=[N:5][CH:6]=[CH:7][C:8]=1[O:9][CH2:10][C:11]([F:14])([F:13])[F:12].C(N)(N)=[O:27].OO.C(N(CC)CC)C.O.O.O.O.O.S([O-])([O-])(=O)=S.[Na+].[Na+]. Product: [CH3:2][C:3]1[C:4]([CH2:15][S:16]([C:17]2[NH:18][C:19]3[CH:25]=[CH:24][CH:23]=[CH:22][C:20]=3[N:21]=2)=[O:27])=[N:5][CH:6]=[CH:7][C:8]=1[O:9][CH2:10][C:11]([F:13])([F:12])[F:14]. The catalyst class is: 264. (9) Reactant: [Cl-].[CH3:2][O:3][CH2:4][P+](C1C=CC=CC=1)(C1C=CC=CC=1)C1C=CC=CC=1.C1([Li])C=CC=CC=1.[Cl:31][C:32]1[CH:37]=[CH:36][N:35]=[C:34]([C:38]([CH:40]2[CH2:42][CH2:41]2)=O)[C:33]=1[CH3:43]. Product: [Cl:31][C:32]1[CH:37]=[CH:36][N:35]=[C:34]([C:38]([CH:40]2[CH2:42][CH2:41]2)=[CH:2][O:3][CH3:4])[C:33]=1[CH3:43]. The catalyst class is: 28. (10) Product: [CH3:43][S:44]([O:1][CH2:2][CH2:3][O:4][C:5]1[CH:10]=[CH:9][N:8]=[C:7]([C:11]([N:13]2[CH2:16][CH:15]([C:17]3[CH:22]=[CH:21][C:20]([O:23][CH2:24][C:25]4[CH2:29][CH2:28][C:27]5([CH2:30][CH2:31][CH2:32][CH2:33]5)[CH:26]=4)=[C:19]([O:34][CH3:35])[CH:18]=3)[CH2:14]2)=[O:12])[CH:6]=1)(=[O:46])=[O:45]. The catalyst class is: 22. Reactant: [OH:1][CH2:2][CH2:3][O:4][C:5]1[CH:10]=[CH:9][N:8]=[C:7]([C:11]([N:13]2[CH2:16][CH:15]([C:17]3[CH:22]=[CH:21][C:20]([O:23][CH2:24][C:25]4[CH2:29][CH2:28][C:27]5([CH2:33][CH2:32][CH2:31][CH2:30]5)[CH:26]=4)=[C:19]([O:34][CH3:35])[CH:18]=3)[CH2:14]2)=[O:12])[CH:6]=1.C(N(CC)CC)C.[CH3:43][S:44](Cl)(=[O:46])=[O:45].O.